Dataset: Catalyst prediction with 721,799 reactions and 888 catalyst types from USPTO. Task: Predict which catalyst facilitates the given reaction. (1) Reactant: [C:1]([Br:5])(Br)(Br)Br.C1(P(C2C=CC=CC=2)C2C=CC=CC=2)C=CC=CC=1.OC[CH2:27][CH:28]([NH:30][C:31]1[CH:32]=[C:33]2[C:42](=[CH:43][CH:44]=1)[S:41][C:40]1[C:39]([C:45]3[NH:50][C:49](=[O:51])[CH:48]=[C:47]([N:52]4[CH2:57][CH2:56][O:55][CH2:54][CH2:53]4)[CH:46]=3)=[CH:38][CH:37]=[CH:36][C:35]=1[S:34]2)[CH3:29]. Product: [Br:5][CH2:1][CH2:29][CH:28]([NH:30][C:31]1[CH:32]=[C:33]2[C:42](=[CH:43][CH:44]=1)[S:41][C:40]1[C:39]([C:45]3[NH:50][C:49](=[O:51])[CH:48]=[C:47]([N:52]4[CH2:53][CH2:54][O:55][CH2:56][CH2:57]4)[CH:46]=3)=[CH:38][CH:37]=[CH:36][C:35]=1[S:34]2)[CH3:27]. The catalyst class is: 4. (2) Reactant: Cl[C:2]1[N:3]=[C:4]([NH:13][C:14]2[CH:19]=[CH:18][C:17]([N:20]3[CH2:25][CH2:24][N:23]([CH3:26])[CH2:22][CH2:21]3)=[CH:16][CH:15]=2)[C:5]([C:10]([NH2:12])=[O:11])=[N:6][C:7]=1[CH2:8][CH3:9].[NH2:27][C:28]1[CH:33]=[C:32]([OH:34])[CH:31]=[CH:30][N:29]=1.C(=O)([O-])[O-].[Cs+].[Cs+]. Product: [NH2:27][C:28]1[CH:33]=[C:32]([O:34][C:2]2[N:3]=[C:4]([NH:13][C:14]3[CH:19]=[CH:18][C:17]([N:20]4[CH2:25][CH2:24][N:23]([CH3:26])[CH2:22][CH2:21]4)=[CH:16][CH:15]=3)[C:5]([C:10]([NH2:12])=[O:11])=[N:6][C:7]=2[CH2:8][CH3:9])[CH:31]=[CH:30][N:29]=1. The catalyst class is: 60. (3) Reactant: [N+:1]([C:4]1[CH:5]=[C:6]([C:9]([O:11][CH2:12][CH3:13])=[O:10])[NH:7][CH:8]=1)([O-:3])=[O:2].[K].Br[CH:16]1[CH2:20][CH2:19][CH2:18][CH2:17]1.COCCOC. Product: [CH:16]1([N:7]2[CH:8]=[C:4]([N+:1]([O-:3])=[O:2])[CH:5]=[C:6]2[C:9]([O:11][CH2:12][CH3:13])=[O:10])[CH2:20][CH2:19][CH2:18][CH2:17]1. The catalyst class is: 163. (4) Reactant: Br[C:2]1[N:7]=[CH:6][C:5]([C:8]([OH:26])([CH3:25])[CH2:9][N:10]2[C:18]3[CH:17]=[CH:16][C:15]([CH3:19])=[CH:14][C:13]=3[C:12]3[CH2:20][N:21]([CH3:24])[CH2:22][CH2:23][C:11]2=3)=[CH:4][CH:3]=1.[CH2:27]([NH:29][CH2:30]C)C. Product: [CH3:24][N:21]1[CH2:22][CH2:23][C:11]2[N:10]([CH2:9][C:8]([C:5]3[CH:6]=[N:7][C:2]([N:29]([CH3:30])[CH3:27])=[CH:3][CH:4]=3)([OH:26])[CH3:25])[C:18]3[CH:17]=[CH:16][C:15]([CH3:19])=[CH:14][C:13]=3[C:12]=2[CH2:20]1. The catalyst class is: 8. (5) Reactant: [OH:1][C:2]1[CH:3]=[CH:4][C:5]2[N:6]([C:8]([CH3:17])=[C:9]([NH:11][C:12]([CH:14]3[CH2:16][CH2:15]3)=[O:13])[N:10]=2)[CH:7]=1.F[C:19]1[CH:24]=[CH:23][C:22]([N+:25]([O-:27])=[O:26])=[CH:21][C:20]=1[F:28].C(=O)([O-])[O-].[Cs+].[Cs+].[Cl-].[NH4+]. Product: [F:28][C:20]1[CH:21]=[C:22]([N+:25]([O-:27])=[O:26])[CH:23]=[CH:24][C:19]=1[O:1][C:2]1[CH:3]=[CH:4][C:5]2[N:6]([C:8]([CH3:17])=[C:9]([NH:11][C:12]([CH:14]3[CH2:15][CH2:16]3)=[O:13])[N:10]=2)[CH:7]=1. The catalyst class is: 148. (6) Reactant: [Cl:1][C:2]1[CH:30]=[CH:29][C:5]([C:6]([NH:8][CH2:9][CH2:10][NH:11][C:12](=[O:28])[C:13]2[CH:18]=[CH:17][C:16]([O:19][C@H:20]3[CH2:25][CH2:24][C@@H:23]([C:26]#[N:27])[CH2:22][CH2:21]3)=[CH:15][CH:14]=2)=[O:7])=[CH:4][CH:3]=1.[N-:31]=[N+:32]=[N-:33].[Na+].Cl.C(N(CC)CC)C.CN1CCCC1=O. Product: [Cl:1][C:2]1[CH:3]=[CH:4][C:5]([C:6]([NH:8][CH2:9][CH2:10][NH:11][C:12](=[O:28])[C:13]2[CH:18]=[CH:17][C:16]([O:19][C@H:20]3[CH2:25][CH2:24][C@@H:23]([C:26]4[NH:33][N:32]=[N:31][N:27]=4)[CH2:22][CH2:21]3)=[CH:15][CH:14]=2)=[O:7])=[CH:29][CH:30]=1. The catalyst class is: 146. (7) Reactant: [NH2:1][C@:2]1([CH2:7][NH:8][C:9]2[C:10]([CH3:15])=[N:11][CH:12]=[CH:13][CH:14]=2)[CH2:6][CH2:5][NH:4][CH2:3]1.CC[N:18]([CH:22]([CH3:24])C)[CH:19]([CH3:21])C. Product: [NH2:1][C@:2]1([CH2:7][NH:8][C:9]2[C:10]([CH3:15])=[N:11][CH:12]=[CH:13][CH:14]=2)[CH2:6][CH2:5][N:4]([C:5]2[CH:6]=[CH:2][N:1]=[C:22]3[NH:18][CH:19]=[CH:21][C:24]=23)[CH2:3]1. The catalyst class is: 16. (8) Reactant: [CH:1]1([NH:4][C:5]([C:7]2[CH:8]=[CH:9][C:10]([CH3:31])=[C:11]([C:13]3[CH:14]=[C:15]4[C:20](=[CH:21][CH:22]=3)[C:19](=[O:23])[N:18]([CH2:24][CH:25]3[CH2:27][CH2:26]3)[CH:17]=[C:16]4[C:28](O)=[O:29])[CH:12]=2)=[O:6])[CH2:3][CH2:2]1.O1CCCC1.B. Product: [CH:1]1([NH:4][C:5](=[O:6])[C:7]2[CH:8]=[CH:9][C:10]([CH3:31])=[C:11]([C:13]3[CH:14]=[C:15]4[C:20](=[CH:21][CH:22]=3)[C:19](=[O:23])[N:18]([CH2:24][CH:25]3[CH2:26][CH2:27]3)[CH:17]=[C:16]4[CH2:28][OH:29])[CH:12]=2)[CH2:2][CH2:3]1. The catalyst class is: 1.